From a dataset of Reaction yield outcomes from USPTO patents with 853,638 reactions. Predict the reaction yield, written as a fraction of the theoretical maximum amount of product (1.0 means a 100% yield; for example, 0.34 means a 34% yield). (1) The yield is 0.110. The product is [CH2:33]([N:22]([CH2:20][CH3:21])[C:23]([CH:25]1[C:26]2[C:18]3[C:13](=[CH:14][CH:15]=[C:16]([F:19])[CH:17]=3)[N:12]([CH2:10][CH2:9][O:8][CH2:1][C:2]3[CH:7]=[CH:6][CH:5]=[CH:4][CH:3]=3)[C:27]=2[CH2:28][CH2:29][CH2:30]1)=[O:24])[CH3:34]. The catalyst is CC(O)C.[Cl-].[Zn+2].[Cl-]. The reactants are [CH2:1]([O:8][CH2:9][C:10]([NH:12][C:13]1[CH:18]=[CH:17][C:16]([F:19])=[CH:15][CH:14]=1)=O)[C:2]1[CH:7]=[CH:6][CH:5]=[CH:4][CH:3]=1.[CH2:20]([N:22]([CH2:33][CH3:34])[C:23]([CH:25]1[CH2:30][CH2:29][CH2:28][CH:27](Br)[C:26]1=O)=[O:24])[CH3:21]. (2) The reactants are [SH:1][C:2]1[NH:3][C:4]2[CH:10]=[CH:9][CH:8]=[CH:7][C:5]=2[N:6]=1.[C:11]([OH:14])(=[O:13])[CH3:12].O=[CH:16][C@@H:17]([C@H:19]([C@@H:21]([C@@H:23]([CH2:25][OH:26])[OH:24])[OH:22])[OH:20])O.[Si](OS(C(F)(F)F)(=O)=O)(C)(C)C. No catalyst specified. The product is [C:11]([O:14][C@@H:17]1[C@@H:19]([O:20][C:11](=[O:13])[CH3:12])[C@H:21]([O:22][C:19](=[O:20])[CH3:17])[C@@H:23]([CH2:25][O:26][C:21](=[O:22])[CH3:23])[O:24][CH:16]1[N:3]1[C:4]2[CH:10]=[CH:9][CH:8]=[CH:7][C:5]=2[NH:6][C:2]1=[S:1])(=[O:13])[CH3:12]. The yield is 0.520. (3) The reactants are C([NH:5][S:6]([C:9]1[S:10][C:11]([C:14]2[CH:19]=[CH:18][CH:17]=[C:16]([C:20]3[N:25]=[C:24]([C:26]([F:29])([F:28])[F:27])[CH:23]=[C:22]([C:30]4[CH:35]=[CH:34][C:33]([C:36]([F:39])([F:38])[F:37])=[C:32]([CH3:40])[CH:31]=4)[N:21]=3)[CH:15]=2)=[CH:12][CH:13]=1)(=[O:8])=[O:7])(C)(C)C.C(O)(C(F)(F)F)=O. The catalyst is ClCCl. The product is [CH3:40][C:32]1[CH:31]=[C:30]([C:22]2[CH:23]=[C:24]([C:26]([F:27])([F:28])[F:29])[N:25]=[C:20]([C:16]3[CH:15]=[C:14]([C:11]4[S:10][C:9]([S:6]([NH2:5])(=[O:8])=[O:7])=[CH:13][CH:12]=4)[CH:19]=[CH:18][CH:17]=3)[N:21]=2)[CH:35]=[CH:34][C:33]=1[C:36]([F:37])([F:39])[F:38]. The yield is 0.380.